From a dataset of Forward reaction prediction with 1.9M reactions from USPTO patents (1976-2016). Predict the product of the given reaction. (1) Given the reactants [CH3:1][O:2][C:3](=[O:14])[C:4]1[CH:9]=[CH:8][C:7]([NH2:10])=[C:6]([C:11](=[O:13])[CH3:12])[CH:5]=1.S(=O)(=O)(O)O.[N:20]([O-])=O.[Na+], predict the reaction product. The product is: [CH3:1][O:2][C:3]([C:4]1[CH:5]=[C:6]2[C:7](=[CH:8][CH:9]=1)[NH:10][N:20]=[CH:12][C:11]2=[O:13])=[O:14]. (2) Given the reactants Cl[C:2]1[N:7]=[C:6]2[C:8]([Cl:12])=[N:9][CH:10]=[CH:11][C:5]2=[N:4][C:3]=1[CH3:13].[C:14]([NH2:18])([CH3:17])([CH3:16])[CH3:15], predict the reaction product. The product is: [C:14]([NH:18][C:2]1[N:7]=[C:6]2[C:8]([Cl:12])=[N:9][CH:10]=[CH:11][C:5]2=[N:4][C:3]=1[CH3:13])([CH3:17])([CH3:16])[CH3:15]. (3) The product is: [CH3:1][O:2][C:3]1[CH:4]=[C:5]([NH:6][C:17]2[N:22]=[C:21]([O:23][CH2:24][C:25]([F:28])([F:26])[F:27])[C:20]([CH3:29])=[C:19]([CH2:30][O:31][CH2:32][C:33]([F:36])([F:34])[F:35])[N:18]=2)[CH:7]=[CH:8][C:9]=1[N:10]1[CH:14]=[C:13]([CH3:15])[N:12]=[CH:11]1. Given the reactants [CH3:1][O:2][C:3]1[CH:4]=[C:5]([CH:7]=[CH:8][C:9]=1[N:10]1[CH:14]=[C:13]([CH3:15])[N:12]=[CH:11]1)[NH2:6].Cl[C:17]1[N:22]=[C:21]([O:23][CH2:24][C:25]([F:28])([F:27])[F:26])[C:20]([CH3:29])=[C:19]([CH2:30][O:31][CH2:32][C:33]([F:36])([F:35])[F:34])[N:18]=1.C1(P(C2CCCCC2)C2C=CC=CC=2C2C=CC=CC=2)CCCCC1.C(=O)([O-])[O-].[Cs+].[Cs+], predict the reaction product. (4) The product is: [CH3:2][O:3][C:4]1[CH:5]=[C:6]([C:12]2[C:13]([CH3:25])([CH3:24])[C:14](=[O:23])[N:15]([CH:17]3[CH2:22][CH2:21][N:20]([C:31]([C:30]4[CH:34]=[CH:35][CH:36]=[C:28]([N:27]([CH3:37])[CH3:26])[CH:29]=4)=[O:32])[CH2:19][CH2:18]3)[N:16]=2)[CH:7]=[CH:8][C:9]=1[O:10][CH3:11]. Given the reactants Cl.[CH3:2][O:3][C:4]1[CH:5]=[C:6]([C:12]2[C:13]([CH3:25])([CH3:24])[C:14](=[O:23])[N:15]([CH:17]3[CH2:22][CH2:21][NH:20][CH2:19][CH2:18]3)[N:16]=2)[CH:7]=[CH:8][C:9]=1[O:10][CH3:11].[CH3:26][N:27]([CH3:37])[C:28]1[CH:29]=[C:30]([CH:34]=[CH:35][CH:36]=1)[C:31](O)=[O:32], predict the reaction product. (5) Given the reactants [OH:1][CH2:2][C@H:3]1[CH2:7][O:6][C:5]([C:8]2[CH:13]=[CH:12][C:11](Br)=[CH:10][CH:9]=2)=[N:4]1.C[Sn](C)(C)[C:17]1[CH:22]=[CH:21][C:20]([N:23]2[CH2:27][C@H:26]([CH2:28][C:29](=[O:33])[C:30]([NH2:32])=[O:31])[O:25][CH2:24]2)=[CH:19][C:18]=1[F:34], predict the reaction product. The product is: [OH:1][CH2:2][C@H:3]1[CH2:7][O:6][C:5]([C:8]2[CH:13]=[CH:12][C:11]([C:17]3[CH:22]=[CH:21][C:20]([N:23]4[CH2:27][C@H:26]([CH2:28][C:29](=[O:33])[C:30]([NH2:32])=[O:31])[O:25][CH2:24]4)=[CH:19][C:18]=3[F:34])=[CH:10][CH:9]=2)=[N:4]1. (6) Given the reactants CS([C:5]1[N:10]=[C:9]([O:11][C:12]2[CH:17]=[CH:16][C:15]([F:18])=[C:14]([F:19])[CH:13]=2)[C:8]([C:20]2[CH:25]=[CH:24][C:23]([Cl:26])=[CH:22][CH:21]=2)=[C:7]([C:27]2[CH:32]=[CH:31][C:30]([Cl:33])=[CH:29][C:28]=2[Cl:34])[N:6]=1)(=O)=O.C([Li])CCC.[CH2:40]([OH:42])[CH3:41], predict the reaction product. The product is: [CH2:40]([O:42][C:5]1[N:10]=[C:9]([O:11][C:12]2[CH:17]=[CH:16][C:15]([F:18])=[C:14]([F:19])[CH:13]=2)[C:8]([C:20]2[CH:25]=[CH:24][C:23]([Cl:26])=[CH:22][CH:21]=2)=[C:7]([C:27]2[CH:32]=[CH:31][C:30]([Cl:33])=[CH:29][C:28]=2[Cl:34])[N:6]=1)[CH3:41]. (7) Given the reactants [O:1]1[C:5]2([CH2:10][CH2:9][NH:8][CH2:7][CH2:6]2)[O:4][CH2:3][CH2:2]1.[S:11](N)([NH2:14])(=[O:13])=[O:12], predict the reaction product. The product is: [O:1]1[C:5]2([CH2:10][CH2:9][N:8]([S:11]([NH2:14])(=[O:13])=[O:12])[CH2:7][CH2:6]2)[O:4][CH2:3][CH2:2]1. (8) Given the reactants [F:1][C:2]1[CH:32]=[CH:31][C:5]([CH2:6][N:7]2[C:11]3[CH:12]=[N:13][C:14]4[C:15](=[O:29])[N:16]([O:20][CH2:21][O:22][CH2:23][CH2:24][Si:25]([CH3:28])([CH3:27])[CH3:26])[CH2:17][CH2:18][C:19]=4[C:10]=3[C:9](I)=[CH:8]2)=[CH:4][CH:3]=1.[CH2:33]([N:36]1[CH2:41][CH2:40][O:39][CH2:38][CH2:37]1)[C:34]#[CH:35].C(N(CC)CC)C, predict the reaction product. The product is: [F:1][C:2]1[CH:32]=[CH:31][C:5]([CH2:6][N:7]2[C:11]3[CH:12]=[N:13][C:14]4[C:15](=[O:29])[N:16]([O:20][CH2:21][O:22][CH2:23][CH2:24][Si:25]([CH3:28])([CH3:27])[CH3:26])[CH2:17][CH2:18][C:19]=4[C:10]=3[C:9]([C:35]#[C:34][CH2:33][N:36]3[CH2:41][CH2:40][O:39][CH2:38][CH2:37]3)=[CH:8]2)=[CH:4][CH:3]=1.